Predict the product of the given reaction. From a dataset of Forward reaction prediction with 1.9M reactions from USPTO patents (1976-2016). (1) Given the reactants [CH3:1][N:2]1[CH:6]([C:7]([O:9]C(C)(C)C)=[O:8])[CH2:5][N:4]([C:14]2[C:15]([CH3:20])=[N:16][CH:17]=[CH:18][CH:19]=2)[C:3]1=[O:21].[C:22]([OH:28])([C:24]([F:27])([F:26])[F:25])=[O:23].C(Cl)Cl, predict the reaction product. The product is: [OH:28][C:22]([C:24]([F:27])([F:26])[F:25])=[O:23].[CH3:1][N:2]1[CH:6]([C:7]([OH:9])=[O:8])[CH2:5][N:4]([C:14]2[C:15]([CH3:20])=[N:16][CH:17]=[CH:18][CH:19]=2)[C:3]1=[O:21]. (2) Given the reactants COCC(N[C:7]([C:9]1[CH:10]=[C:11]([C:24]2[CH:29]=[CH:28][C:27]([CH3:30])=[CH:26][CH:25]=2)[CH:12]=[C:13]([N:15]2[C:19]([C:20]([F:23])([F:22])[F:21])=[N:18][N:17]=[N:16]2)[CH:14]=1)=[O:8])C.C[O:32]CC(N)C, predict the reaction product. The product is: [CH3:30][C:27]1[CH:26]=[CH:25][C:24]([C:11]2[CH:12]=[C:13]([N:15]3[C:19]([C:20]([F:23])([F:22])[F:21])=[N:18][N:17]=[N:16]3)[CH:14]=[C:9]([C:7]([OH:8])=[O:32])[CH:10]=2)=[CH:29][CH:28]=1.